From a dataset of Forward reaction prediction with 1.9M reactions from USPTO patents (1976-2016). Predict the product of the given reaction. (1) Given the reactants [H-].[H-].[H-].[H-].[Li+].[Al+3].[CH3:7][C:8]([CH3:26])([CH3:25])[C@H:9]([NH:17][C:18](=O)OC(C)(C)C)[C:10](=O)[N:11]1[CH2:15][CH2:14][CH2:13][CH2:12]1.O.[OH-].[Na+], predict the reaction product. The product is: [CH3:18][NH:17][C@@H:9]([C:8]([CH3:26])([CH3:25])[CH3:7])[CH2:10][N:11]1[CH2:15][CH2:14][CH2:13][CH2:12]1. (2) Given the reactants [Br:1][C:2]1[CH:7]=[CH:6][C:5]([N+:8]([O-])=O)=[CH:4][C:3]=1[S:11]([NH:14][CH2:15][CH2:16][C:17]1[CH:22]=[CH:21][CH:20]=[CH:19][N:18]=1)(=[O:13])=[O:12].[Sn](Cl)Cl, predict the reaction product. The product is: [Br:1][C:2]1[CH:7]=[CH:6][C:5]([NH2:8])=[CH:4][C:3]=1[S:11]([NH:14][CH2:15][CH2:16][C:17]1[CH:22]=[CH:21][CH:20]=[CH:19][N:18]=1)(=[O:12])=[O:13]. (3) Given the reactants [CH3:1][O:2][C:3]([C:5]1[CH:14]=[C:13]2[C:8]([CH:9]=[C:10]([C:16](=O)[CH2:17]Br)[C:11](=[O:15])[NH:12]2)=[CH:7][CH:6]=1)=[O:4].[CH3:20][NH:21][C:22]([NH2:24])=[S:23], predict the reaction product. The product is: [CH3:1][O:2][C:3]([C:5]1[CH:14]=[C:13]2[C:8]([CH:9]=[C:10]([C:16]3[N:24]=[C:22]([NH:21][CH3:20])[S:23][CH:17]=3)[C:11](=[O:15])[NH:12]2)=[CH:7][CH:6]=1)=[O:4]. (4) Given the reactants COC1C=C(OC)C=CC=1C[NH:6][C:7]1[N:8]=[C:9]([CH3:16])[CH:10]=[C:11]2[CH:15]=[CH:14][S:13][C:12]=12, predict the reaction product. The product is: [CH3:16][C:9]1[CH:10]=[C:11]2[CH:15]=[CH:14][S:13][C:12]2=[C:7]([NH2:6])[N:8]=1. (5) Given the reactants [CH2:1]([CH:3]([N:6]1[C:10]2=[N:11][C:12]([CH3:23])=[C:13](OS(C(F)(F)F)(=O)=O)[N:14]=[C:9]2[C:8]([CH3:24])=[N:7]1)[CH2:4][CH3:5])[CH3:2].[Cl:25][C:26]1[CH:31]=[C:30]([Cl:32])[CH:29]=[CH:28][C:27]=1B(O)O, predict the reaction product. The product is: [Cl:25][C:26]1[CH:31]=[C:30]([Cl:32])[CH:29]=[CH:28][C:27]=1[C:13]1[N:14]=[C:9]2[C:8]([CH3:24])=[N:7][N:6]([CH:3]([CH2:4][CH3:5])[CH2:1][CH3:2])[C:10]2=[N:11][C:12]=1[CH3:23]. (6) Given the reactants Br[C:2]1[C:3]([NH2:9])=[N:4][C:5]([Br:8])=[CH:6][N:7]=1.[F:10][C:11]1[CH:16]=[CH:15][C:14]([O:17][CH3:18])=[CH:13][C:12]=1B(O)O.C([O-])([O-])=O.[Na+].[Na+].C1(C)C=CC=CC=1, predict the reaction product. The product is: [Br:8][C:5]1[N:4]=[C:3]([NH2:9])[C:2]([C:12]2[CH:13]=[C:14]([O:17][CH3:18])[CH:15]=[CH:16][C:11]=2[F:10])=[N:7][CH:6]=1. (7) Given the reactants [CH3:1][S:2]([C:5]1[CH:10]=[CH:9][N:8]=[C:7]([CH2:11]O)[C:6]=1[CH3:13])(=[O:4])=[O:3].S(Cl)([Cl:16])=O, predict the reaction product. The product is: [Cl:16][CH2:11][C:7]1[C:6]([CH3:13])=[C:5]([S:2]([CH3:1])(=[O:4])=[O:3])[CH:10]=[CH:9][N:8]=1. (8) Given the reactants [C:1]([O:5][C:6]([N:8]1[CH2:13][CH2:12][N:11]([S:14]([C:17]2[CH:18]=[C:19]([CH:23]=[CH:24][C:25]=2[O:26][C:27]2[CH:32]=[C:31]([CH3:33])[CH:30]=[C:29]([CH3:34])[CH:28]=2)[C:20](O)=[O:21])(=[O:16])=[O:15])[CH2:10][CH2:9]1)=[O:7])([CH3:4])([CH3:3])[CH3:2].[NH2:35][CH2:36][CH2:37][C:38]#[N:39].C1C=CC2N(O)N=NC=2C=1.Cl.C(N=C=NCCCN(C)C)C, predict the reaction product. The product is: [C:36]([CH2:37][CH2:38][NH:39][C:20]([C:19]1[CH:23]=[CH:24][C:25]([O:26][C:27]2[CH:32]=[C:31]([CH3:33])[CH:30]=[C:29]([CH3:34])[CH:28]=2)=[C:17]([S:14]([N:11]2[CH2:12][CH2:13][N:8]([C:6]([O:5][C:1]([CH3:4])([CH3:3])[CH3:2])=[O:7])[CH2:9][CH2:10]2)(=[O:16])=[O:15])[CH:18]=1)=[O:21])#[N:35]. (9) Given the reactants [CH3:1][C:2]([C:7]1[CH:8]=[CH:9][C:10]([NH:13][C:14](=[O:31])[CH:15]([NH:19][C:20](=[O:30])[CH2:21][C:22]2[CH:27]=[C:26]([F:28])[CH:25]=[C:24]([F:29])[CH:23]=2)[CH2:16][CH2:17][CH3:18])=[N:11][CH:12]=1)=[CH:3][C:4](=[O:6])[CH3:5], predict the reaction product. The product is: [CH3:1][CH:2]([C:7]1[CH:8]=[CH:9][C:10]([NH:13][C:14](=[O:31])[CH:15]([NH:19][C:20](=[O:30])[CH2:21][C:22]2[CH:27]=[C:26]([F:28])[CH:25]=[C:24]([F:29])[CH:23]=2)[CH2:16][CH2:17][CH3:18])=[N:11][CH:12]=1)[CH2:3][C:4](=[O:6])[CH3:5]. (10) Given the reactants [F:1][C:2]1[CH:7]=[CH:6][C:5]([OH:8])=[CH:4][CH:3]=1.[CH3:9][O:10][C:11]1[CH:12]=[C:13]([CH:16]=[CH:17][CH:18]=1)[CH2:14]Cl, predict the reaction product. The product is: [F:1][C:2]1[CH:7]=[CH:6][C:5]([OH:8])=[C:4]([CH2:14][C:13]2[CH:16]=[CH:17][CH:18]=[C:11]([O:10][CH3:9])[CH:12]=2)[CH:3]=1.